From a dataset of Reaction yield outcomes from USPTO patents with 853,638 reactions. Predict the reaction yield, written as a fraction of the theoretical maximum amount of product (1.0 means a 100% yield; for example, 0.34 means a 34% yield). The reactants are [NH2:1][C:2]1[N:7]=[CH:6][N:5]=[C:4]2[N:8]([CH2:25][C@H:26]3[CH2:30][CH2:29][CH2:28][N:27]3[C:31](=[O:35])[CH2:32][C:33]#[N:34])[N:9]=[C:10]([C:11]3[CH:16]=[CH:15][C:14]([O:17][C:18]4[CH:23]=[CH:22][CH:21]=[CH:20][CH:19]=4)=[CH:13][C:12]=3[F:24])[C:3]=12.[CH:36]([C@@H:38]1[CH2:42][CH2:41][CH2:40][N:39]1[C:43]([O:45][C:46]([CH3:49])([CH3:48])[CH3:47])=[O:44])=O.N1CCCCC1. The catalyst is C(O)C. The product is [NH2:1][C:2]1[N:7]=[CH:6][N:5]=[C:4]2[N:8]([CH2:25][C@H:26]3[CH2:30][CH2:29][CH2:28][N:27]3[C:31](=[O:35])[C:32]([C:33]#[N:34])=[CH:36][C@@H:38]3[CH2:42][CH2:41][CH2:40][N:39]3[C:43]([O:45][C:46]([CH3:47])([CH3:49])[CH3:48])=[O:44])[N:9]=[C:10]([C:11]3[CH:16]=[CH:15][C:14]([O:17][C:18]4[CH:19]=[CH:20][CH:21]=[CH:22][CH:23]=4)=[CH:13][C:12]=3[F:24])[C:3]=12. The yield is 0.570.